From a dataset of Full USPTO retrosynthesis dataset with 1.9M reactions from patents (1976-2016). Predict the reactants needed to synthesize the given product. (1) Given the product [CH2:21]([O:16][NH:15][C:13]([C:12]1[C:8]([Cl:7])=[N:9][N:10]([CH3:18])[C:11]=1[Cl:17])=[O:14])[CH:20]=[CH2:19], predict the reactants needed to synthesize it. The reactants are: C(=O)([O-])[O-].[K+].[K+].[Cl:7][C:8]1[C:12]([C:13]([NH:15][OH:16])=[O:14])=[C:11]([Cl:17])[N:10]([CH3:18])[N:9]=1.[CH2:19](Br)[CH:20]=[CH2:21].Cl. (2) The reactants are: [C:1]([C:5]1[CH:6]=[CH:7][C:8]([OH:14])=[C:9]([CH:13]=1)[C:10]([OH:12])=O)([CH3:4])([CH3:3])[CH3:2].[Cl:15][C:16]1[CH:22]=[C:21]([I:23])[CH:20]=[CH:19][C:17]=1[NH2:18]. Given the product [C:1]([C:5]1[CH:6]=[CH:7][C:8]([OH:14])=[C:9]([CH:13]=1)[C:10]([NH:18][C:17]1[CH:19]=[CH:20][C:21]([I:23])=[CH:22][C:16]=1[Cl:15])=[O:12])([CH3:2])([CH3:3])[CH3:4], predict the reactants needed to synthesize it. (3) Given the product [CH3:17][C:18]1([CH3:29])[C:22]([CH3:24])([CH3:23])[O:21][B:20]([C:15]2[O:14][CH:13]=[C:12]([C:6]3[CH:7]=[CH:8][CH:9]=[CH:10][CH:11]=3)[CH:16]=2)[O:19]1, predict the reactants needed to synthesize it. The reactants are: [Li]CCCC.[C:6]1([C:12]2[CH:16]=[CH:15][O:14][CH:13]=2)[CH:11]=[CH:10][CH:9]=[CH:8][CH:7]=1.[CH3:17][C:18]1([CH3:29])[C:22]([CH3:24])([CH3:23])[O:21][B:20](OC(C)C)[O:19]1. (4) Given the product [Cl:18][C:15]1[CH:16]=[CH:17][C:12]([C@H:11]([N:20]2[CH:25]=[CH:24][C:23]([C:26]3[CH:31]=[CH:30][N:29]=[C:28]([NH:32][CH:33]4[CH2:34][CH2:35][O:36][CH2:37][CH2:38]4)[N:27]=3)=[CH:22][C:21]2=[O:39])[CH2:10][CH2:9][OH:8])=[CH:13][C:14]=1[F:19], predict the reactants needed to synthesize it. The reactants are: [Si]([O:8][CH2:9][CH2:10][C@@H:11]([N:20]1[CH:25]=[CH:24][C:23]([C:26]2[CH:31]=[CH:30][N:29]=[C:28]([NH:32][CH:33]3[CH2:38][CH2:37][O:36][CH2:35][CH2:34]3)[N:27]=2)=[CH:22][C:21]1=[O:39])[C:12]1[CH:17]=[CH:16][C:15]([Cl:18])=[C:14]([F:19])[CH:13]=1)(C(C)(C)C)(C)C.Cl. (5) Given the product [OH:20][CH2:19][C:17]1[N:18]=[C:14]([CH:11]2[CH2:10][CH2:9][N:8]([C:6]([O:5][C:1]([CH3:4])([CH3:3])[CH3:2])=[O:7])[CH2:13][CH2:12]2)[S:15][CH:16]=1, predict the reactants needed to synthesize it. The reactants are: [C:1]([O:5][C:6]([N:8]1[CH2:13][CH2:12][CH:11]([C:14]2[S:15][CH:16]=[C:17]([C:19](OCC)=[O:20])[N:18]=2)[CH2:10][CH2:9]1)=[O:7])([CH3:4])([CH3:3])[CH3:2].[BH4-].[Li+].CO.